Dataset: Catalyst prediction with 721,799 reactions and 888 catalyst types from USPTO. Task: Predict which catalyst facilitates the given reaction. (1) Reactant: [Br:1][C:2]1[N:3]=[C:4]([CH:8]=O)[N:5]([CH3:7])[CH:6]=1.[C:10](=O)([O-])[O-].[K+].[K+].[N+](=C(P(=O)(OC)OC)C(=O)C)=[N-]. Product: [Br:1][C:2]1[N:3]=[C:4]([C:8]#[CH:10])[N:5]([CH3:7])[CH:6]=1. The catalyst class is: 275. (2) Reactant: C([O-])([O-])=O.[Na+].[Na+].Br[C:8]1[CH:13]=[CH:12][N:11]([CH:14]2[CH2:16][CH2:15]2)[C:10](=[O:17])[CH:9]=1.[OH:18][C:19]([CH3:53])([CH3:52])[CH2:20][C@@:21]1([C:46]2[CH:51]=[CH:50][CH:49]=[CH:48][CH:47]=2)[O:26][C:25](=[O:27])[N:24]([C@H:28]([C:30]2[CH:35]=[CH:34][C:33](B3OC(C)(C)C(C)(C)O3)=[CH:32][C:31]=2[CH3:45])[CH3:29])[CH2:23][CH2:22]1. Product: [CH:14]1([N:11]2[CH:12]=[CH:13][C:8]([C:33]3[CH:34]=[CH:35][C:30]([C@@H:28]([N:24]4[CH2:23][CH2:22][C@:21]([CH2:20][C:19]([OH:18])([CH3:53])[CH3:52])([C:46]5[CH:51]=[CH:50][CH:49]=[CH:48][CH:47]=5)[O:26][C:25]4=[O:27])[CH3:29])=[C:31]([CH3:45])[CH:32]=3)=[CH:9][C:10]2=[O:17])[CH2:16][CH2:15]1. The catalyst class is: 9. (3) Reactant: [Cl:1][C:2]1[CH:3]=[C:4]2[C:8](=[CH:9][CH:10]=1)[NH:7][CH:6]=[C:5]2[CH2:11][CH2:12][NH:13][C:14](=[O:22])[C:15]1[CH:20]=[CH:19][CH:18]=[C:17](I)[CH:16]=1.[N:23]1[CH:28]=[CH:27][C:26](B(O)O)=[CH:25][CH:24]=1.C(=O)([O-])[O-].[Na+].[Na+]. Product: [Cl:1][C:2]1[CH:3]=[C:4]2[C:8](=[CH:9][CH:10]=1)[NH:7][CH:6]=[C:5]2[CH2:11][CH2:12][NH:13][C:14](=[O:22])[C:15]1[CH:20]=[CH:19][CH:18]=[C:17]([C:26]2[CH:27]=[CH:28][N:23]=[CH:24][CH:25]=2)[CH:16]=1. The catalyst class is: 437.